Predict which catalyst facilitates the given reaction. From a dataset of Catalyst prediction with 721,799 reactions and 888 catalyst types from USPTO. (1) Reactant: [Cl:1][C:2]1[C:3]([C:9]2[N:14]=[C:13]([NH:15][CH2:16][CH:17]3[CH2:22][CH2:21][O:20][CH2:19][CH2:18]3)[CH:12]=[N:11][CH:10]=2)=[CH:4][C:5](F)=[N:6][CH:7]=1.CS(C)=O.[NH2:27][C@H:28]1[CH2:33][CH2:32][C@H:31]([OH:34])[CH2:30][CH2:29]1. Product: [Cl:1][C:2]1[C:3]([C:9]2[CH:10]=[N:11][CH:12]=[C:13]([NH:15][CH2:16][CH:17]3[CH2:22][CH2:21][O:20][CH2:19][CH2:18]3)[N:14]=2)=[CH:4][C:5]([NH:27][C@H:28]2[CH2:33][CH2:32][C@H:31]([OH:34])[CH2:30][CH2:29]2)=[N:6][CH:7]=1. The catalyst class is: 13. (2) Reactant: F[C:2](F)(F)[C:3]1[CH:4]=[C:5]([C@H:13]([C@@H:15]2[CH2:20][CH2:19][CH2:18][C@@H:17]([C:21]3[CH:26]=[C:25]([C:27]([F:30])([F:29])[F:28])[CH:24]=[CH:23][C:22]=3[Br:31])[NH:16]2)[OH:14])[CH:6]=[C:7]([C:9]([F:12])([F:11])[F:10])[CH:8]=1.CCN(C(C)C)C(C)C.[C:43](Cl)(Cl)=[O:44]. Product: [Br:31][C:22]1[CH:23]=[CH:24][C:25]([C:27]([F:28])([F:29])[F:30])=[CH:26][C:21]=1[C@H:17]1[N:16]2[C:43](=[O:44])[O:14][C@H:13]([C:5]3[CH:6]=[C:7]([C:9]([F:10])([F:11])[F:12])[CH:8]=[C:3]([CH3:2])[CH:4]=3)[C@@H:15]2[CH2:20][CH2:19][CH2:18]1. The catalyst class is: 2. (3) Reactant: [Cl:1][C:2]1[N:7]=[C:6]([NH:8]/[CH:9]=[N:10]/O)[C:5]([I:12])=[CH:4][CH:3]=1.[OH-].[Na+]. Product: [Cl:1][C:2]1[N:7]2[N:10]=[CH:9][N:8]=[C:6]2[C:5]([I:12])=[CH:4][CH:3]=1. The catalyst class is: 6. (4) Reactant: C([O:4][C:5]1[CH:10]=[CH:9][C:8]([O:11][C:12]2[CH:17]=[CH:16][C:15]([CH2:18][CH3:19])=[CH:14][C:13]=2[O:20][CH2:21][C:22]2[CH:27]=[CH:26][CH:25]=[CH:24][CH:23]=2)=[C:7]([F:28])[CH:6]=1)(=O)C.O.[OH-].[K+]. Product: [CH2:21]([O:20][C:13]1[CH:14]=[C:15]([CH2:18][CH3:19])[CH:16]=[CH:17][C:12]=1[O:11][C:8]1[CH:9]=[CH:10][C:5]([OH:4])=[CH:6][C:7]=1[F:28])[C:22]1[CH:23]=[CH:24][CH:25]=[CH:26][CH:27]=1. The catalyst class is: 5. (5) Reactant: OC(C(F)(F)F)=O.[CH2:8]1[C:11]2([CH2:15][CH2:14][CH2:13][NH:12]2)[CH2:10][O:9]1.[CH3:16][O:17][C:18]1[CH:25]=[C:24]([O:26][CH:27]2[CH2:30][N:29]([C:31]([C:33]3[O:34][C:35]([C:38]4[CH:43]=[CH:42][CH:41]=[CH:40][CH:39]=4)=[N:36][N:37]=3)=[O:32])[CH2:28]2)[CH:23]=[CH:22][C:19]=1[CH:20]=O.C(N(CC)CC)C.[Na].C([O-])(O)=O.[Na+]. Product: [CH2:10]1[C:11]2([CH2:15][CH2:14][CH2:13][N:12]2[CH2:20][C:19]2[CH:22]=[CH:23][C:24]([O:26][CH:27]3[CH2:28][N:29]([C:31]([C:33]4[O:34][C:35]([C:38]5[CH:43]=[CH:42][CH:41]=[CH:40][CH:39]=5)=[N:36][N:37]=4)=[O:32])[CH2:30]3)=[CH:25][C:18]=2[O:17][CH3:16])[CH2:8][O:9]1. The catalyst class is: 4.